From a dataset of Peptide-MHC class I binding affinity with 185,985 pairs from IEDB/IMGT. Regression. Given a peptide amino acid sequence and an MHC pseudo amino acid sequence, predict their binding affinity value. This is MHC class I binding data. (1) The peptide sequence is TVWFVPSIK. The MHC is HLA-A68:01 with pseudo-sequence HLA-A68:01. The binding affinity (normalized) is 0.735. (2) The peptide sequence is KGFSEEHNTW. The MHC is HLA-B52:01 with pseudo-sequence HLA-B52:01. The binding affinity (normalized) is 0.0506. (3) The peptide sequence is LSPLYFTSV. The MHC is H-2-Db with pseudo-sequence H-2-Db. The binding affinity (normalized) is 0.